Dataset: Peptide-MHC class II binding affinity with 134,281 pairs from IEDB. Task: Regression. Given a peptide amino acid sequence and an MHC pseudo amino acid sequence, predict their binding affinity value. This is MHC class II binding data. (1) The peptide sequence is RCLVKEIPPRLLYAK. The MHC is DRB1_1501 with pseudo-sequence DRB1_1501. The binding affinity (normalized) is 0.548. (2) The peptide sequence is LDGNLLSSNDLAKYK. The MHC is HLA-DPA10201-DPB11401 with pseudo-sequence HLA-DPA10201-DPB11401. The binding affinity (normalized) is 0.173.